This data is from Forward reaction prediction with 1.9M reactions from USPTO patents (1976-2016). The task is: Predict the product of the given reaction. (1) Given the reactants [C:1]([C:5]1[CH:10]=[CH:9][C:8](CC#N)=[CH:7][CH:6]=1)([CH3:4])([CH3:3])[CH3:2].[C:14]1([CH:21]=[CH:20][CH:19]=[C:17]([OH:18])C=1)[OH:15].B(F)(F)F.[CH3:26][CH2:27][O:28][CH2:29][CH3:30].Cl, predict the reaction product. The product is: [C:1]([C:5]1[CH:6]=[CH:7][C:8]([C:26]2[C:14](=[O:15])[C:21]3[C:29](=[CH:30][C:17]([OH:18])=[CH:19][CH:20]=3)[O:28][CH:27]=2)=[CH:9][CH:10]=1)([CH3:2])([CH3:3])[CH3:4]. (2) Given the reactants [NH:1]1[C:5]([C:6]2[CH:11]=[CH:10][CH:9]=[CH:8][C:7]=2B(O)O)=[N:4][N:3]=[N:2]1.Br[C:16]1[C:17]([F:42])=[C:18]([NH:31][C:32]([NH:34][C:35]2[CH:40]=[CH:39][C:38]([CH3:41])=[CH:37][CH:36]=2)=[O:33])[C:19]([N:22]([CH2:27][CH:28]([CH3:30])[CH3:29])[CH2:23][CH:24]([CH3:26])[CH3:25])=[CH:20][CH:21]=1.C(=O)([O-])[O-].[K+].[K+].CC(O)=O, predict the reaction product. The product is: [CH2:23]([N:22]([CH2:27][CH:28]([CH3:30])[CH3:29])[C:19]1[CH:20]=[CH:21][C:16]([C:7]2[CH:8]=[CH:9][CH:10]=[CH:11][C:6]=2[C:5]2[NH:4][N:3]=[N:2][N:1]=2)=[C:17]([F:42])[C:18]=1[NH:31][C:32]([NH:34][C:35]1[CH:40]=[CH:39][C:38]([CH3:41])=[CH:37][CH:36]=1)=[O:33])[CH:24]([CH3:26])[CH3:25]. (3) The product is: [Cl:53][C:52]1[CH:51]=[CH:50][C:30]([NH:31][CH:6]2[CH2:7][CH2:8][N:9]([S:12]([C:15]3[C:19]([CH3:20])=[N:18][NH:17][C:16]=3[CH3:22])(=[O:13])=[O:14])[CH2:10][CH2:11]2)=[CH:29][CH:28]=1. Given the reactants ClC1C=C(C=CC=1Cl)O[CH:6]1[CH2:11][CH2:10][N:9]([S:12]([C:15]2[C:16]([CH3:22])=[N:17][N:18](C)[C:19]=2[CH3:20])(=[O:14])=[O:13])[CH2:8][CH2:7]1.Cl[C:28]1[CH:29]=[C:30]([CH:50]=[CH:51][C:52]=1[Cl:53])[NH:31]CC1CCN(S(C2C(C)=NN(C)C=2C)(=O)=O)CC1.Cl.ClC1C=CC(NC2CCNCC2)=CC=1, predict the reaction product. (4) Given the reactants [CH2:1]([O:8][C:9]1[CH:14]=[CH:13][C:12]([C:15]2[N:19]([CH3:20])[C:18]3[CH:21]=[C:22]([C:24]([O:26][CH2:27][CH3:28])=[O:25])[S:23][C:17]=3[C:16]=2[CH:29]2[CH2:34][CH2:33][CH2:32][CH:31]=[CH:30]2)=[CH:11][CH:10]=1)[C:2]1[CH:7]=[CH:6][CH:5]=[CH:4][CH:3]=1, predict the reaction product. The product is: [CH2:1]([O:8][C:9]1[CH:10]=[CH:11][C:12]([C:15]2[N:19]([CH3:20])[C:18]3[CH:21]=[C:22]([C:24]([O:26][CH2:27][CH3:28])=[O:25])[S:23][C:17]=3[C:16]=2[CH:29]2[CH2:34][CH2:33][CH2:32][CH2:31][CH2:30]2)=[CH:13][CH:14]=1)[C:2]1[CH:3]=[CH:4][CH:5]=[CH:6][CH:7]=1. (5) The product is: [C:1]([O:5][C:6](=[O:21])[NH:7][C@@H:8]([C:15]1[CH:16]=[CH:17][CH:18]=[CH:19][CH:20]=1)[C:9](=[O:10])[CH3:22])([CH3:2])([CH3:3])[CH3:4]. Given the reactants [C:1]([O:5][C:6](=[O:21])[NH:7][C@@H:8]([C:15]1[CH:20]=[CH:19][CH:18]=[CH:17][CH:16]=1)[C:9](N(OC)C)=[O:10])([CH3:4])([CH3:3])[CH3:2].[CH3:22][Mg+].[Br-], predict the reaction product. (6) Given the reactants [NH2:1][C:2]1[CH:3]=[C:4]([CH:17]=[CH:18][C:19]=1[CH3:20])[CH2:5][C:6]1[N:7]=[CH:8][N:9]([S:11]([N:14]([CH3:16])[CH3:15])(=[O:13])=[O:12])[CH:10]=1.[CH3:21][S:22](Cl)(=[O:24])=[O:23], predict the reaction product. The product is: [CH3:16][N:14]([CH3:15])[S:11]([N:9]1[CH:10]=[C:6]([CH2:5][C:4]2[CH:17]=[CH:18][C:19]([CH3:20])=[C:2]([NH:1][S:22]([CH3:21])(=[O:24])=[O:23])[CH:3]=2)[N:7]=[CH:8]1)(=[O:12])=[O:13]. (7) Given the reactants [NH2:1][C:2]1[N:7]=[C:6]([C:8]([O:10][CH3:11])=[O:9])[CH:5]=[CH:4][CH:3]=1.N1C=CC=CC=1.Cl[C:19]([O:21][C:22]1[CH:27]=[CH:26][C:25]([N+:28]([O-:30])=[O:29])=[CH:24][CH:23]=1)=[O:20], predict the reaction product. The product is: [N+:28]([C:25]1[CH:26]=[CH:27][C:22]([O:21][C:19]([NH:1][C:2]2[N:7]=[C:6]([C:8]([O:10][CH3:11])=[O:9])[CH:5]=[CH:4][CH:3]=2)=[O:20])=[CH:23][CH:24]=1)([O-:30])=[O:29]. (8) Given the reactants [C:1]([O:5][C:6](=[O:15])[NH:7][CH:8]1[C:13](=O)[CH2:12][CH2:11][O:10][CH2:9]1)([CH3:4])([CH3:3])[CH3:2].C([O-])(=O)C.[NH4+].C([BH3-])#[N:22].[Na+].C(=O)([O-])[O-].[Na+].[Na+], predict the reaction product. The product is: [C:1]([O:5][C:6](=[O:15])[NH:7][CH:8]1[CH:13]([NH2:22])[CH2:12][CH2:11][O:10][CH2:9]1)([CH3:4])([CH3:3])[CH3:2]. (9) Given the reactants [Br:1][C:2]1[CH:7]=[CH:6][C:5]([C:8]2[CH:13]=[CH:12][C:11](/[C:14](/[CH3:18])=[CH:15]/[CH2:16][OH:17])=[CH:10][CH:9]=2)=[CH:4][CH:3]=1.C1(P(C2C=CC=CC=2)C2C=CC=CC=2)C=CC=CC=1.N(C(OCC)=O)=NC(OCC)=O.[CH2:50]([O:52][C@@H:53]([CH2:59][C:60]1[CH:65]=[CH:64][C:63](O)=[CH:62][CH:61]=1)[C:54]([O:56][CH2:57][CH3:58])=[O:55])[CH3:51], predict the reaction product. The product is: [CH2:57]([O:56][C:54](=[O:55])[C@@H:53]([O:52][CH2:50][CH3:51])[CH2:59][C:60]1[CH:65]=[CH:64][C:63]([O:17][CH2:16]/[CH:15]=[C:14](/[C:11]2[CH:12]=[CH:13][C:8]([C:5]3[CH:4]=[CH:3][C:2]([Br:1])=[CH:7][CH:6]=3)=[CH:9][CH:10]=2)\[CH3:18])=[CH:62][CH:61]=1)[CH3:58]. (10) Given the reactants C1(N)C(F)=C(F)C(F)=C(N)C=1F.Cl.Cl.[NH:15]1[CH2:20][CH2:19][CH:18]([N:21]2[CH2:25][CH2:24][N:23]([CH2:26][CH2:27][CH2:28][N:29]3[CH2:34][CH2:33][CH2:32][CH2:31][CH2:30]3)[C:22]2=[C:35]([C:38]#[N:39])[C:36]#[N:37])[CH2:17][CH2:16]1.Cl.CN(C)CCCN=C=NCC.O.ON1C2C=CC=CC=2N=N1.[CH:63]1([C:66](O)=[O:67])[CH2:65][CH2:64]1.C(N(C(C)C)CC)(C)C.C(=O)([O-])[O-].[Na+].[Na+], predict the reaction product. The product is: [CH:63]1([C:66]([N:15]2[CH2:20][CH2:19][CH:18]([N:21]3[CH2:25][CH2:24][N:23]([CH2:26][CH2:27][CH2:28][N:29]4[CH2:34][CH2:33][CH2:32][CH2:31][CH2:30]4)[C:22]3=[C:35]([C:36]#[N:37])[C:38]#[N:39])[CH2:17][CH2:16]2)=[O:67])[CH2:65][CH2:64]1.